Dataset: Forward reaction prediction with 1.9M reactions from USPTO patents (1976-2016). Task: Predict the product of the given reaction. (1) Given the reactants Br[CH2:2][CH2:3][C:4]1[CH:9]=[CH:8][C:7]([F:10])=[CH:6][CH:5]=1.C([Li])(C)(C)C.[C:16]([O:20][C:21]([N:23]1[CH2:28][CH2:27][CH:26]([C:29](=[O:34])N(OC)C)[CH2:25][CH2:24]1)=[O:22])([CH3:19])([CH3:18])[CH3:17], predict the reaction product. The product is: [CH2:3]([C:4]1[CH:9]=[CH:8][C:7]([F:10])=[CH:6][C:5]=1[C:29]([CH:26]1[CH2:27][CH2:28][N:23]([C:21]([O:20][C:16]([CH3:19])([CH3:18])[CH3:17])=[O:22])[CH2:24][CH2:25]1)=[O:34])[CH3:2]. (2) Given the reactants [Cl-].[NH4+].[CH2:3]([C:5]1[CH:10]=[CH:9][C:8]([N+:11]([O-])=O)=[CH:7][C:6]=1[O:14][CH3:15])[CH3:4].C(O)(=O)C, predict the reaction product. The product is: [CH2:3]([C:5]1[CH:10]=[CH:9][C:8]([NH2:11])=[CH:7][C:6]=1[O:14][CH3:15])[CH3:4]. (3) Given the reactants Cl[C:2]1[CH:7]=[CH:6][C:5]([S:8]([CH3:11])(=[O:10])=[O:9])=[CH:4][C:3]=1[N+:12]([O-:14])=[O:13].[CH2:15]([SH:22])[C:16]1[CH:21]=[CH:20][CH:19]=[CH:18][CH:17]=1.C([O-])([O-])=O.[Na+].[Na+].CCO, predict the reaction product. The product is: [CH2:15]([S:22][C:2]1[CH:7]=[CH:6][C:5]([S:8]([CH3:11])(=[O:10])=[O:9])=[CH:4][C:3]=1[N+:12]([O-:14])=[O:13])[C:16]1[CH:21]=[CH:20][CH:19]=[CH:18][CH:17]=1. (4) The product is: [CH2:28]([Sn:23]([CH2:19][CH2:20][CH2:21][CH3:22])([CH2:24][CH2:25][CH2:26][CH3:27])[C:2]1[CH:3]=[C:4]([C:8]2[CH:9]=[N:10][CH:11]=[CH:12][CH:13]=2)[CH:5]=[CH:6][CH:7]=1)[CH2:29][CH2:30][CH3:31]. Given the reactants Br[C:2]1[CH:3]=[C:4]([C:8]2[CH:9]=[N:10][CH:11]=[CH:12][CH:13]=2)[CH:5]=[CH:6][CH:7]=1.C([Li])(C)(C)C.[CH2:19]([Sn:23](Cl)([CH2:28][CH2:29][CH2:30][CH3:31])[CH2:24][CH2:25][CH2:26][CH3:27])[CH2:20][CH2:21][CH3:22].CO, predict the reaction product. (5) Given the reactants C(N(CC)CC)C.[I:8][C:9]1[C:17]2[CH:16]=[N:15][CH:14]=[N:13][C:12]=2[NH:11][CH:10]=1.[C:18](O[C:18]([O:20][C:21]([CH3:24])([CH3:23])[CH3:22])=[O:19])([O:20][C:21]([CH3:24])([CH3:23])[CH3:22])=[O:19], predict the reaction product. The product is: [I:8][C:9]1[C:17]2[CH:16]=[N:15][CH:14]=[N:13][C:12]=2[N:11]([C:18]([O:20][C:21]([CH3:24])([CH3:23])[CH3:22])=[O:19])[CH:10]=1. (6) The product is: [CH3:1][O:2][C:3]1[CH:8]=[CH:7][CH:6]=[CH:5][C:4]=1[C:9]1[NH:15][C:14](=[O:13])[O:11][CH:10]=1. Given the reactants [CH3:1][O:2][C:3]1[CH:8]=[CH:7][CH:6]=[CH:5][C:4]=1[C:9](=O)[CH2:10][OH:11].[O-:13][C:14]#[N:15].[K+].C(O)(=O)C.C(O)(C)C, predict the reaction product. (7) Given the reactants [OH:1][CH2:2][CH2:3][N:4]1[CH:8]=[C:7]([C:9]2[C:17]3[C:16]([NH:18][C@H:19]([C:21]4[N:26]([C:27]5[CH:32]=[CH:31][CH:30]=[CH:29][CH:28]=5)[C:25](=[O:33])[C:24]5=[C:34]([CH3:37])[CH:35]=[CH:36][N:23]5[N:22]=4)[CH3:20])=[N:15][CH:14]=[N:13][C:12]=3[N:11](COCC[Si](C)(C)C)[CH:10]=2)[CH:6]=[N:5]1.FC(F)(F)C(O)=O.N, predict the reaction product. The product is: [OH:1][CH2:2][CH2:3][N:4]1[CH:8]=[C:7]([C:9]2[C:17]3[C:16]([NH:18][C@H:19]([C:21]4[N:26]([C:27]5[CH:32]=[CH:31][CH:30]=[CH:29][CH:28]=5)[C:25](=[O:33])[C:24]5=[C:34]([CH3:37])[CH:35]=[CH:36][N:23]5[N:22]=4)[CH3:20])=[N:15][CH:14]=[N:13][C:12]=3[NH:11][CH:10]=2)[CH:6]=[N:5]1. (8) The product is: [CH3:3][C@@:4]12[C:12](=[O:13])[CH2:11][CH2:10][C@H:9]1[C@@H:8]1[CH2:14][C:15]([C:16]3[CH:17]=[C:18]([OH:19])[CH:20]=[CH:21][C:22]=3[C@H:7]1[CH2:6][CH2:5]2)=[O:27].[CH3:32][O:19][CH3:18]. Given the reactants II.[CH3:3][C@@:4]12[C:12](=[O:13])[CH2:11][CH2:10][C@H:9]1[C@@H:8]1[CH2:14][CH2:15][C:16]3[C@@H:22]([C@H:7]1[CH2:6][CH2:5]2)[CH2:21][CH2:20][C:18](=[O:19])[CH:17]=3.O=O.S([O-])([O-])(=[O:27])=S.[Na+].[Na+].[C:32](#N)C, predict the reaction product. (9) The product is: [NH2:27][C:18]1[CH:19]=[C:20]([C:23]([F:25])([F:24])[F:26])[CH:21]=[CH:22][C:17]=1[S:14]([NH:13][C:10]1[CH:11]=[CH:12][C:3]([O:2][CH3:1])=[C:4]2[C:9]=1[N:8]=[CH:7][CH:6]=[CH:5]2)(=[O:15])=[O:16]. Given the reactants [CH3:1][O:2][C:3]1[CH:12]=[CH:11][C:10]([NH:13][S:14]([C:17]2[CH:22]=[CH:21][C:20]([C:23]([F:26])([F:25])[F:24])=[CH:19][C:18]=2[N+:27]([O-])=O)(=[O:16])=[O:15])=[C:9]2[C:4]=1[CH:5]=[CH:6][CH:7]=[N:8]2.Cl[Sn]Cl, predict the reaction product.